This data is from Full USPTO retrosynthesis dataset with 1.9M reactions from patents (1976-2016). The task is: Predict the reactants needed to synthesize the given product. (1) The reactants are: [C:1]([N-:5][CH:6]=[CH:7][N-:8][C:9]([CH3:12])([CH3:11])[CH3:10])([CH3:4])([CH3:3])[CH3:2].[Li+].[Li+].[Li].Cl[SiH:17](Cl)Cl.[CH2:20]([NH:22][CH2:23][CH3:24])[CH3:21]. Given the product [C:9]([N:8]1[CH:7]=[CH:6][N:5]([C:1]([CH3:3])([CH3:4])[CH3:2])[SiH:17]1[N:22]([CH2:23][CH3:24])[CH2:20][CH3:21])([CH3:12])([CH3:11])[CH3:10], predict the reactants needed to synthesize it. (2) Given the product [Br:3][C:4]1[CH:5]=[CH:6][C:7]([O:22][CH2:23][C:24]2[CH:29]=[CH:28][CH:27]=[C:26]([C:30]#[N:31])[CH:25]=2)=[C:8]([CH:21]=1)[C:9]([OH:11])=[O:10], predict the reactants needed to synthesize it. The reactants are: [OH-].[Li+].[Br:3][C:4]1[CH:5]=[CH:6][C:7]([O:22][CH2:23][C:24]2[CH:29]=[CH:28][CH:27]=[C:26]([C:30]#[N:31])[CH:25]=2)=[C:8]([CH:21]=1)[C:9]([O:11]CC1C=CC=C(C#N)C=1)=[O:10]. (3) Given the product [CH3:26][O:27][CH2:28][C:32]1[CH:31]=[CH:30][N:1]([C:2]2[CH:3]=[CH:4][C:5]([N+:12]([O-:14])=[O:13])=[C:6]([NH2:8])[CH:7]=2)[CH:33]=1, predict the reactants needed to synthesize it. The reactants are: [NH2:1][C:2]1[CH:3]=[CH:4][C:5]([N+:12]([O-:14])=[O:13])=[C:6]([NH:8]C(=O)C)[CH:7]=1.ClC1C=CC([N+]([O-])=O)=C(C=1)N.[CH3:26][O:27][CH:28]1[CH:32]([CH2:33]OC)[CH2:31][CH:30](OC)O1. (4) The reactants are: [C:1]([NH:7][C:8]1[CH:9]=[C:10]([CH:16]=[CH:17][CH:18]=1)[C:11]([O:13][CH2:14][CH3:15])=[O:12])(=[O:6])[CH2:2][CH2:3][CH2:4][CH3:5].CC(C)([O-])C.[K+].[C:25]1([C:31]([C:57]2[CH:62]=[CH:61][CH:60]=[CH:59][CH:58]=2)([C:51]2[CH:56]=[CH:55][CH:54]=[CH:53][CH:52]=2)[N:32]2[N:36]=[C:35]([C:37]3[CH:42]=[CH:41][CH:40]=[CH:39][C:38]=3[C:43]3[CH:48]=[CH:47][C:46]([CH2:49]Br)=[CH:45][CH:44]=3)[N:34]=[N:33]2)[CH:30]=[CH:29][CH:28]=[CH:27][CH:26]=1.C(OCC)(=O)C.O. Given the product [C:57]1([C:31]([C:25]2[CH:30]=[CH:29][CH:28]=[CH:27][CH:26]=2)([C:51]2[CH:52]=[CH:53][CH:54]=[CH:55][CH:56]=2)[N:32]2[N:36]=[C:35]([C:37]3[CH:42]=[CH:41][CH:40]=[CH:39][C:38]=3[C:43]3[CH:48]=[CH:47][C:46]([CH2:49][N:7]([C:8]4[CH:9]=[C:10]([CH:16]=[CH:17][CH:18]=4)[C:11]([O:13][CH2:14][CH3:15])=[O:12])[C:1](=[O:6])[CH2:2][CH2:3][CH2:4][CH3:5])=[CH:45][CH:44]=3)[N:34]=[N:33]2)[CH:62]=[CH:61][CH:60]=[CH:59][CH:58]=1, predict the reactants needed to synthesize it. (5) The reactants are: C(Cl)(=O)C(C)(C)C.[C:8]([O:11][CH2:12][C:13]([CH3:43])([CH3:42])[CH2:14][N:15]1[C:21]2[CH:22]=[CH:23][C:24]([Cl:26])=[CH:25][C:20]=2[C@@H:19]([C:27]2[CH:32]=[CH:31][CH:30]=[C:29]([O:33][CH3:34])[C:28]=2[O:35][CH3:36])[O:18][C@H:17]([CH2:37][C:38](O)=[O:39])[C:16]1=[O:41])(=[O:10])[CH3:9].C(N(CC)CC)C.[NH:51]([C:53](=[O:61])[CH2:54][CH2:55][C:56]([O:58][CH2:59][CH3:60])=[O:57])[NH2:52]. Given the product [C:8]([O:11][CH2:12][C:13]([CH3:43])([CH3:42])[CH2:14][N:15]1[C:21]2[CH:22]=[CH:23][C:24]([Cl:26])=[CH:25][C:20]=2[C@@H:19]([C:27]2[CH:32]=[CH:31][CH:30]=[C:29]([O:33][CH3:34])[C:28]=2[O:35][CH3:36])[O:18][C@H:17]([CH2:37][C:38]([NH:52][NH:51][C:53](=[O:61])[CH2:54][CH2:55][C:56]([O:58][CH2:59][CH3:60])=[O:57])=[O:39])[C:16]1=[O:41])(=[O:10])[CH3:9], predict the reactants needed to synthesize it. (6) Given the product [Cl:19][C:18]1[C:11]([N:9]2[CH:8]=[C:7]3[C:2]([NH:30][C:26]4[CH:25]=[C:24]([CH3:23])[N:29]=[CH:28][N:27]=4)=[N:3][CH:4]=[C:5]([F:22])[C:6]3=[N:10]2)=[C:12]([CH:15]=[C:16]([CH:20]=[CH2:21])[CH:17]=1)[C:13]#[N:14], predict the reactants needed to synthesize it. The reactants are: Br[C:2]1[C:7]2=[CH:8][N:9]([C:11]3[C:18]([Cl:19])=[CH:17][C:16]([CH:20]=[CH2:21])=[CH:15][C:12]=3[C:13]#[N:14])[N:10]=[C:6]2[C:5]([F:22])=[CH:4][N:3]=1.[CH3:23][C:24]1[N:29]=[CH:28][N:27]=[C:26]([NH2:30])[CH:25]=1.CC1(C)C2C(=C(P(C3C=CC=CC=3)C3C=CC=CC=3)C=CC=2)OC2C(P(C3C=CC=CC=3)C3C=CC=CC=3)=CC=CC1=2.C(=O)([O-])[O-].[Cs+].[Cs+]. (7) Given the product [C:23]([O:26][CH2:27][CH2:28][CH2:29][CH2:30][N:14]1[CH2:15][CH2:16][N:11]([C:7]2[C:4]3[CH:5]=[CH:6][S:2][C:3]=3[CH:10]=[CH:9][CH:8]=2)[CH2:12][CH2:13]1)(=[O:25])[CH3:24], predict the reactants needed to synthesize it. The reactants are: Cl.[S:2]1[CH:6]=[CH:5][C:4]2[C:7]([N:11]3[CH2:16][CH2:15][NH:14][CH2:13][CH2:12]3)=[CH:8][CH:9]=[CH:10][C:3]1=2.C(=O)([O-])[O-].[K+].[K+].[C:23]([O:26][CH2:27][CH2:28][CH2:29][CH2:30]Br)(=[O:25])[CH3:24].O. (8) Given the product [OH:16][C:17]1[CH:18]=[C:19](/[CH:25]=[CH:26]/[C:27]([NH:29][C:30]2[CH:35]=[CH:34][CH:33]=[C:32]([O:36][CH2:43][C:41]3[O:42][C:38]([CH3:37])=[CH:39][CH:40]=3)[CH:31]=2)=[O:28])[CH:20]=[CH:21][C:22]=1[O:23][CH3:24], predict the reactants needed to synthesize it. The reactants are: CCOC(/N=N/C(OCC)=O)=O.C([O:16][C:17]1[CH:18]=[C:19](/[CH:25]=[CH:26]/[C:27]([NH:29][C:30]2[CH:35]=[CH:34][CH:33]=[C:32]([OH:36])[CH:31]=2)=[O:28])[CH:20]=[CH:21][C:22]=1[O:23][CH3:24])(=O)C.[CH3:37][C:38]1[O:42][C:41]([CH2:43]O)=[CH:40][CH:39]=1.C1(P(C2C=CC=CC=2)C2C=CC=CC=2)C=CC=CC=1. (9) The reactants are: Br[C:2]1[CH:7]=[CH:6][CH:5]=[CH:4][N:3]=1.C([Sn](CCCC)(CCCC)[C:13]1[O:17][N:16]=[C:15]([C:18]([O:20][CH2:21][CH3:22])=[O:19])[CH:14]=1)CCC.F[P-](F)(F)(F)(F)F.C([N+]1C=CN(C)C=1)CCC. Given the product [N:3]1[CH:4]=[CH:5][CH:6]=[CH:7][C:2]=1[C:13]1[O:17][N:16]=[C:15]([C:18]([O:20][CH2:21][CH3:22])=[O:19])[CH:14]=1, predict the reactants needed to synthesize it.